Dataset: Forward reaction prediction with 1.9M reactions from USPTO patents (1976-2016). Task: Predict the product of the given reaction. Given the reactants [NH:1]1[CH:5]=[C:4]([CH2:6][C:7]([O:9][CH2:10][CH3:11])=[O:8])[N:3]=[CH:2]1.[H-].[Na+].I[CH2:15][CH2:16][C:17]([CH3:20])([CH3:19])[CH3:18], predict the reaction product. The product is: [CH3:18][C:17]([CH3:20])([CH3:19])[CH2:16][CH2:15][N:1]1[CH:5]=[C:4]([CH2:6][C:7]([O:9][CH2:10][CH3:11])=[O:8])[N:3]=[CH:2]1.